From a dataset of Full USPTO retrosynthesis dataset with 1.9M reactions from patents (1976-2016). Predict the reactants needed to synthesize the given product. Given the product [Cl:1][C:2]1[CH:8]=[CH:7][C:5]([NH:6][C:11](=[O:12])[O:13][C:14]([CH3:17])([CH3:16])[CH3:15])=[C:4]([O:9][CH3:10])[CH:3]=1, predict the reactants needed to synthesize it. The reactants are: [Cl:1][C:2]1[CH:8]=[CH:7][C:5]([NH2:6])=[C:4]([O:9][CH3:10])[CH:3]=1.[C:11](O[C:11]([O:13][C:14]([CH3:17])([CH3:16])[CH3:15])=[O:12])([O:13][C:14]([CH3:17])([CH3:16])[CH3:15])=[O:12].